This data is from Catalyst prediction with 721,799 reactions and 888 catalyst types from USPTO. The task is: Predict which catalyst facilitates the given reaction. (1) Reactant: [OH-].[Na+].[CH2:3]([NH:7][C:8](=[O:13])[O:9][CH2:10][C:11]#[CH:12])[CH2:4][CH2:5][CH3:6].[I:14]I.ClCl. Product: [CH2:3]([NH:7][C:8](=[O:13])[O:9][CH2:10][C:11]#[C:12][I:14])[CH2:4][CH2:5][CH3:6]. The catalyst class is: 24. (2) Reactant: [F:1][C:2]1[CH:7]=[C:6]([F:8])[CH:5]=[CH:4][C:3]=1[C:9]1[C:13]([C:14]2[CH:15]=[CH:16][C:17]3[N:18]([C:20]([CH:23]([CH3:25])[CH3:24])=[N:21][N:22]=3)[N:19]=2)=[CH:12][NH:11][N:10]=1.[O:26]1[CH2:31][CH2:30][CH:29](O)[CH2:28][CH2:27]1.C1C=CC(P(C2C=CC=CC=2)C2C=CC=CC=2)=CC=1.N(C(OCC)=O)=NC(OCC)=O. Product: [F:1][C:2]1[CH:7]=[C:6]([F:8])[CH:5]=[CH:4][C:3]=1[C:9]1[C:13]([C:14]2[CH:15]=[CH:16][C:17]3[N:18]([C:20]([CH:23]([CH3:25])[CH3:24])=[N:21][N:22]=3)[N:19]=2)=[CH:12][N:11]([CH:29]2[CH2:30][CH2:31][O:26][CH2:27][CH2:28]2)[N:10]=1. The catalyst class is: 1.